This data is from Catalyst prediction with 721,799 reactions and 888 catalyst types from USPTO. The task is: Predict which catalyst facilitates the given reaction. (1) Reactant: [C:1]([NH:4][C:5]1[S:6][C:7](Br)=[CH:8][C:9]=1[C:10]#[N:11])(=[O:3])[CH3:2].[C:13]([C:15]1[CH:20]=[CH:19][C:18](B(O)O)=[CH:17][CH:16]=1)#[N:14].C(=O)([O-])[O-].[K+].[K+].C(COC)OC. Product: [C:1]([NH:4][C:5]1[S:6][C:7]([C:18]2[CH:19]=[CH:20][C:15]([C:13]#[N:14])=[CH:16][CH:17]=2)=[CH:8][C:9]=1[C:10]#[N:11])(=[O:3])[CH3:2]. The catalyst class is: 6. (2) Reactant: [CH:1](=O)[C:2]1[CH:7]=[CH:6][CH:5]=[CH:4][CH:3]=1.[OH:9][CH2:10][CH:11]([CH2:13][OH:14])[OH:12].C12(CS(O)(=O)=O)C(C)(C)C(CC1)CC2=O.[H-].[Na+].[Br:32][C:33]1[CH:40]=[CH:39][C:36]([CH2:37]Br)=[CH:35][CH:34]=1. Product: [Br:32][C:33]1[CH:40]=[CH:39][C:36]([CH2:37][O:12][CH:11]2[CH2:13][O:14][CH:1]([C:2]3[CH:7]=[CH:6][CH:5]=[CH:4][CH:3]=3)[O:9][CH2:10]2)=[CH:35][CH:34]=1. The catalyst class is: 348. (3) Reactant: [CH2:1]([C:3]1[S:7][C:6]([C:8]2[CH:13]=[CH:12][C:11]([C:14]([F:17])([F:16])[F:15])=[CH:10][CH:9]=2)=[N:5][C:4]=1[CH2:18][CH2:19][O:20][C:21]1[CH:22]=[C:23]2[C:27](=[CH:28][CH:29]=1)[N:26]([CH2:30][C:31]([OH:33])=O)[CH:25]=[CH:24]2)[CH3:2].[CH3:34][S:35]([NH2:38])(=[O:37])=[O:36].C(N(CC)C(C)C)(C)C.Cl.CN(C)CCCN=C=NCC. Product: [CH2:1]([C:3]1[S:7][C:6]([C:8]2[CH:13]=[CH:12][C:11]([C:14]([F:15])([F:16])[F:17])=[CH:10][CH:9]=2)=[N:5][C:4]=1[CH2:18][CH2:19][O:20][C:21]1[CH:22]=[C:23]2[C:27](=[CH:28][CH:29]=1)[N:26]([CH2:30][C:31]([NH:38][S:35]([CH3:34])(=[O:37])=[O:36])=[O:33])[CH:25]=[CH:24]2)[CH3:2]. The catalyst class is: 119. (4) Product: [F:13][CH:14]([F:20])[C:15]1[NH:27][C:28]([C:32]([F:35])([F:34])[F:33])=[C:29]([C:30]#[N:31])[CH:11]([C:8]2[CH:9]=[C:10]3[C:5](=[CH:6][CH:7]=2)[NH:4][N:3]=[C:2]3[CH3:1])[C:16]=1[C:17]#[N:18]. The catalyst class is: 411. Reactant: [CH3:1][C:2]1[C:10]2[C:5](=[CH:6][CH:7]=[C:8]([CH:11]=O)[CH:9]=2)[NH:4][N:3]=1.[F:13][CH:14]([F:20])[C:15](=O)[CH2:16][C:17]#[N:18].N1CCCCC1.[NH2:27][C:28]([C:32]([F:35])([F:34])[F:33])=[CH:29][C:30]#[N:31]. (5) Reactant: [CH3:1][S:2]([N:5]1[CH2:10][CH2:9][CH2:8][CH:7]([NH:11][C:12]([C:14]2[C:22]3[C:17](=[N:18][CH:19]=[C:20]([CH:23]4[CH2:25][CH2:24]4)[N:21]=3)[N:16](COCC[Si](C)(C)C)[CH:15]=2)=[O:13])[CH2:6]1)(=[O:4])=[O:3].FC(F)(F)C(O)=O. Product: [CH3:1][S:2]([N:5]1[CH2:10][CH2:9][CH2:8][CH:7]([NH:11][C:12]([C:14]2[C:22]3[C:17](=[N:18][CH:19]=[C:20]([CH:23]4[CH2:25][CH2:24]4)[N:21]=3)[NH:16][CH:15]=2)=[O:13])[CH2:6]1)(=[O:4])=[O:3]. The catalyst class is: 2. (6) Reactant: [C:1](Cl)(=[O:19])[CH2:2][CH2:3][CH2:4][CH2:5][CH2:6][CH2:7][CH2:8]/[CH:9]=[CH:10]\[CH2:11]/[CH:12]=[CH:13]\[CH2:14][CH2:15][CH2:16][CH2:17][CH3:18].[C:21]([O:25][C:26](=[O:52])/[CH:27]=[CH:28]/[C:29]1[CH:34]=[CH:33][C:32]([C:35]2[CH:40]=[CH:39][C:38]([OH:41])=[C:37]([C:42]34[CH2:51][CH:46]5[CH2:47][CH:48]([CH2:50][CH:44]([CH2:45]5)[CH2:43]3)[CH2:49]4)[CH:36]=2)=[CH:31][CH:30]=1)([CH3:24])([CH3:23])[CH3:22].CCOC(C)=O. Product: [C:42]12([C:37]3[CH:36]=[C:35]([C:32]4[CH:33]=[CH:34][C:29]([CH:28]=[CH:27][C:26]([O:25][C:21]([CH3:24])([CH3:23])[CH3:22])=[O:52])=[CH:30][CH:31]=4)[CH:40]=[CH:39][C:38]=3[O:41][C:1](=[O:19])[CH2:2][CH2:3][CH2:4][CH2:5][CH2:6][CH2:7][CH2:8]/[CH:9]=[CH:10]/[CH2:11][CH:12]=[CH:13][CH2:14][CH2:15][CH2:16][CH2:17][CH3:18])[CH2:43][CH:44]3[CH2:50][CH:48]([CH2:47][CH:46]([CH2:45]3)[CH2:51]1)[CH2:49]2. The catalyst class is: 17. (7) Reactant: [Cl:1][C:2]1[C:7]([CH3:8])=[CH:6][C:5]([NH:9][CH:10]2[CH2:15][CH2:14][N:13]([C@H:16]3[CH2:21][CH2:20][C@@H:19]([O:22][CH2:23][CH2:24][CH3:25])[CH2:18][CH2:17]3)[CH2:12][CH2:11]2)=[C:4]([N+:26]([O-])=O)[CH:3]=1.O.NN. Product: [Cl:1][C:2]1[CH:3]=[C:4]([NH2:26])[C:5]([NH:9][CH:10]2[CH2:15][CH2:14][N:13]([C@H:16]3[CH2:21][CH2:20][C@@H:19]([O:22][CH2:23][CH2:24][CH3:25])[CH2:18][CH2:17]3)[CH2:12][CH2:11]2)=[CH:6][C:7]=1[CH3:8]. The catalyst class is: 171. (8) Reactant: [O:1]1[CH:5]=[CH:4][C:3]([NH:6][C:7](=[O:14])OCC(Cl)(Cl)Cl)=[N:2]1.[C:15]1([C:21]2[N:25]=[C:24]([N:26]3[CH2:31][CH2:30][NH:29][CH2:28][CH2:27]3)[S:23][N:22]=2)[CH:20]=[CH:19][CH:18]=[CH:17][CH:16]=1.C(N(C(C)C)CC)(C)C.O. Product: [O:1]1[CH:5]=[CH:4][C:3]([NH:6][C:7]([N:29]2[CH2:30][CH2:31][N:26]([C:24]3[S:23][N:22]=[C:21]([C:15]4[CH:20]=[CH:19][CH:18]=[CH:17][CH:16]=4)[N:25]=3)[CH2:27][CH2:28]2)=[O:14])=[N:2]1. The catalyst class is: 16. (9) Reactant: [C:1]([O:5][C:6]([N:8]1[C:17]2[C:12](=[CH:13][CH:14]=[C:15]([CH:18]([CH2:31][CH2:32][CH2:33][CH2:34][CH3:35])[C:19]#[C:20][C:21]3[CH:26]=[CH:25][C:24]([C:27]([O:29]C)=[O:28])=[CH:23][CH:22]=3)[CH:16]=2)[C:11]([CH3:37])([CH3:36])[CH2:10][CH2:9]1)=[O:7])([CH3:4])([CH3:3])[CH3:2].O.[OH-].[Li+].Cl. Product: [C:1]([O:5][C:6]([N:8]1[C:17]2[C:12](=[CH:13][CH:14]=[C:15]([CH:18]([CH2:31][CH2:32][CH2:33][CH2:34][CH3:35])[C:19]#[C:20][C:21]3[CH:26]=[CH:25][C:24]([C:27]([OH:29])=[O:28])=[CH:23][CH:22]=3)[CH:16]=2)[C:11]([CH3:36])([CH3:37])[CH2:10][CH2:9]1)=[O:7])([CH3:4])([CH3:3])[CH3:2]. The catalyst class is: 87.